Regression. Given two drug SMILES strings and cell line genomic features, predict the synergy score measuring deviation from expected non-interaction effect. From a dataset of NCI-60 drug combinations with 297,098 pairs across 59 cell lines. Drug 1: CCC1=C2CN3C(=CC4=C(C3=O)COC(=O)C4(CC)O)C2=NC5=C1C=C(C=C5)O. Drug 2: C(=O)(N)NO. Cell line: OVCAR-4. Synergy scores: CSS=0.730, Synergy_ZIP=-0.453, Synergy_Bliss=-0.242, Synergy_Loewe=-1.22, Synergy_HSA=-0.384.